Dataset: Forward reaction prediction with 1.9M reactions from USPTO patents (1976-2016). Task: Predict the product of the given reaction. Given the reactants BrC1C=C(C=C(C(C2C=CC=C(OC(F)F)C=2)(C)C)C=1)N.[Cl:22][C:23]1[N:28]=[C:27]([NH:29][C:30]([C:32]2[S:36][C:35]3[CH:37]=[CH:38][C:39]([N+:41]([O-])=O)=[CH:40][C:34]=3[CH:33]=2)=[O:31])[CH:26]=[C:25]([C:44]([C:47]2[CH:52]=[C:51]([O:53][C:54]([F:57])([F:56])[F:55])[CH:50]=[C:49]([O:58][CH3:59])[CH:48]=2)([CH3:46])[CH3:45])[CH:24]=1, predict the reaction product. The product is: [NH2:41][C:39]1[CH:38]=[CH:37][C:35]2[S:36][C:32]([C:30]([NH:29][C:27]3[CH:26]=[C:25]([C:44]([C:47]4[CH:52]=[C:51]([O:53][C:54]([F:57])([F:55])[F:56])[CH:50]=[C:49]([O:58][CH3:59])[CH:48]=4)([CH3:46])[CH3:45])[CH:24]=[C:23]([Cl:22])[N:28]=3)=[O:31])=[CH:33][C:34]=2[CH:40]=1.